Dataset: Peptide-MHC class I binding affinity with 185,985 pairs from IEDB/IMGT. Task: Regression. Given a peptide amino acid sequence and an MHC pseudo amino acid sequence, predict their binding affinity value. This is MHC class I binding data. The peptide sequence is LSHSDYEYKV. The MHC is H-2-Db with pseudo-sequence H-2-Db. The binding affinity (normalized) is 0.